This data is from Reaction yield outcomes from USPTO patents with 853,638 reactions. The task is: Predict the reaction yield, written as a fraction of the theoretical maximum amount of product (1.0 means a 100% yield; for example, 0.34 means a 34% yield). (1) The reactants are [O:1]([CH3:11])[CH:2]1[O:8][C@H:7]([CH2:9][OH:10])[C@@H:5]([OH:6])[C@@H:3]1O.[H-].[Na+].[CH2:14](Br)[C:15]1[CH:20]=[CH:19][CH:18]=[CH:17][CH:16]=1.[CH3:22][OH:23]. The catalyst is O1CCCC1.[I-].C([N+](CCCC)(CCCC)CCCC)CCC. The product is [CH2:22]([O:23][C@H:3]1[C@H:5]([O:6][CH2:14][C:15]2[CH:20]=[CH:19][CH:18]=[CH:17][CH:16]=2)[C@@H:7]([CH2:9][O:10][CH2:14][C:15]2[CH:20]=[CH:19][CH:18]=[CH:17][CH:16]=2)[O:8][CH:2]1[O:1][CH3:11])[C:15]1[CH:20]=[CH:19][CH:18]=[CH:17][CH:16]=1. The yield is 0.870. (2) The reactants are CC(C[AlH]CC(C)C)C.[OH:10][C:11]1[CH:12]=[CH:13][C:14]2[C:18]([C:19]([C:21]3[CH:26]=[CH:25][C:24]([O:27][CH2:28][CH2:29][N:30]4[CH2:35][CH2:34][CH2:33][CH2:32][CH2:31]4)=[CH:23][CH:22]=3)=[O:20])=[C:17]([CH2:36][C:37]3[CH:42]=[CH:41][CH:40]=[CH:39][C:38]=3O)[S:16][C:15]=2[CH:44]=1. The catalyst is C1COCC1. The product is [N:30]1([CH2:29][CH2:28][O:27][C:24]2[CH:23]=[CH:22][C:21]([CH:19]3[C:18]4[C:14]5[CH:13]=[CH:12][C:11]([OH:10])=[CH:44][C:15]=5[S:16][C:17]=4[CH2:36][C:37]4[CH:38]=[CH:39][CH:40]=[CH:41][C:42]=4[O:20]3)=[CH:26][CH:25]=2)[CH2:35][CH2:34][CH2:33][CH2:32][CH2:31]1. The yield is 0.620. (3) The reactants are [H-].[Na+].[CH2:3]([OH:10])[C:4]1[CH:9]=[CH:8][CH:7]=[CH:6][CH:5]=1.Cl[CH2:12][C:13](=[O:19])[CH2:14][C:15]([O:17][CH3:18])=[O:16]. The catalyst is C1COCC1. The product is [CH3:18][O:17][C:15](=[O:16])[CH2:14][C:13](=[O:19])[CH2:12][O:10][CH2:3][C:4]1[CH:9]=[CH:8][CH:7]=[CH:6][CH:5]=1. The yield is 0.730. (4) The reactants are [CH2:1]([O:3][C:4](=[O:22])[CH2:5][NH:6][CH2:7][CH2:8][NH:9][S:10]([C:13]1[S:14][C:15]2[CH:21]=[CH:20][CH:19]=[CH:18][C:16]=2[N:17]=1)(=[O:12])=[O:11])[CH3:2].[CH3:23][O:24][C:25]1[CH:49]=[CH:48][C:28]([CH2:29][O:30][C:31]([NH:33][C:34]2[NH:35][C:36](=[O:47])[C:37]3[N:38]=[CH:39][N:40]([CH2:43][C:44](O)=[O:45])[C:41]=3[N:42]=2)=[O:32])=[CH:27][CH:26]=1. No catalyst specified. The product is [CH2:1]([O:3][C:4](=[O:22])[CH2:5][N:6]([CH2:7][CH2:8][NH:9][S:10]([C:13]1[S:14][C:15]2[CH:21]=[CH:20][CH:19]=[CH:18][C:16]=2[N:17]=1)(=[O:12])=[O:11])[C:44](=[O:45])[CH2:43][N:40]1[CH:39]=[N:38][C:37]2[C:36](=[O:47])[NH:35][C:34]([NH:33][C:31]([O:30][CH2:29][C:28]3[CH:48]=[CH:49][C:25]([O:24][CH3:23])=[CH:26][CH:27]=3)=[O:32])=[N:42][C:41]1=2)[CH3:2]. The yield is 0.780. (5) The reactants are [CH3:1][C:2]1[CH:7]=[CH:6][C:5]([N+:8]([O-])=O)=[CH:4][C:3]=1[N:11]1[CH2:34][CH2:33][C:14]2[N:15]=[C:16]([NH:19][C:20]3[CH:25]=[CH:24][C:23]([N:26]4[CH2:31][CH2:30][N:29]([CH3:32])[CH2:28][CH2:27]4)=[CH:22][CH:21]=3)[N:17]=[CH:18][C:13]=2[C:12]1=[O:35].C1COCC1. The catalyst is [Pd].CO. The product is [NH2:8][C:5]1[CH:6]=[CH:7][C:2]([CH3:1])=[C:3]([N:11]2[CH2:34][CH2:33][C:14]3[N:15]=[C:16]([NH:19][C:20]4[CH:25]=[CH:24][C:23]([N:26]5[CH2:27][CH2:28][N:29]([CH3:32])[CH2:30][CH2:31]5)=[CH:22][CH:21]=4)[N:17]=[CH:18][C:13]=3[C:12]2=[O:35])[CH:4]=1. The yield is 0.923. (6) The reactants are [CH:1](=[O:9])[C:2]1[C:3](=[CH:5][CH:6]=[CH:7][CH:8]=1)[OH:4].P(=O)(O)(O)O.OC[C:17]1[CH:22]=[C:21]([CH3:23])[CH:20]=[C:19]([CH2:24][OH:25])[C:18]=1[OH:26]. The catalyst is C(C(C)=O)C(C)C. The product is [CH:1]([C:2]1[CH:8]=[C:7]([CH2:24][C:19]2[C:18]([OH:26])=[C:17]([CH2:23][C:21]3[CH:22]=[CH:17][C:18]([OH:26])=[C:19]([CH:20]=3)[CH:24]=[O:25])[CH:22]=[C:21]([CH3:23])[CH:20]=2)[CH:6]=[CH:5][C:3]=1[OH:4])=[O:9]. The yield is 0.477. (7) The reactants are CS(O[CH:6]([CH3:16])[CH2:7][C:8]1[CH:13]=[CH:12][CH:11]=[C:10]([O:14][CH3:15])[CH:9]=1)(=O)=O.[Li+].[Br-:18]. The catalyst is CC(C)=O. The product is [Br:18][CH:6]([CH3:16])[CH2:7][C:8]1[CH:13]=[CH:12][CH:11]=[C:10]([O:14][CH3:15])[CH:9]=1. The yield is 1.00.